From a dataset of Forward reaction prediction with 1.9M reactions from USPTO patents (1976-2016). Predict the product of the given reaction. (1) Given the reactants [OH-].[K+].[F:3][C:4]1[C:5]([C:36]2[CH:41]=[CH:40][C:39]([F:42])=[CH:38][C:37]=2[O:43][CH3:44])=[CH:6][C:7]([NH:10][C:11]2[CH:16]=[C:15]([CH2:17][S:18]([CH2:26][CH2:27][NH:28][C:29](=[O:35])[O:30][C:31]([CH3:34])([CH3:33])[CH3:32])=[N:19]C(=O)C(F)(F)F)[CH:14]=[CH:13][N:12]=2)=[N:8][CH:9]=1.[OH:45]OS([O-])=O.[K+], predict the reaction product. The product is: [F:3][C:4]1[C:5]([C:36]2[CH:41]=[CH:40][C:39]([F:42])=[CH:38][C:37]=2[O:43][CH3:44])=[CH:6][C:7]([NH:10][C:11]2[CH:16]=[C:15]([CH2:17][S:18]([CH2:26][CH2:27][NH:28][C:29](=[O:35])[O:30][C:31]([CH3:34])([CH3:33])[CH3:32])(=[NH:19])=[O:45])[CH:14]=[CH:13][N:12]=2)=[N:8][CH:9]=1. (2) Given the reactants [CH3:1][CH2:2][C@@H:3]([C@H:5]([NH:26][C:27]([C@@H:29]([NH:38][C:39]([C@@H:41]([NH:45][C:46]([C@@H:48]([NH:56][C:57]([C@@H:59]([NH2:64])[CH2:60][C:61]([OH:63])=[O:62])=[O:58])[CH2:49][CH2:50][CH2:51][N:52]=[C:53]([NH2:55])[NH2:54])=[O:47])[CH:42]([CH3:44])[CH3:43])=[O:40])[CH2:30][C:31]1[CH:36]=[CH:35][C:34]([OH:37])=[CH:33][CH:32]=1)=[O:28])[C:6]([NH:8][C@H:9]([C:16]([N:18]1[C@H:22]([C:23]([OH:25])=[O:24])[CH2:21][CH2:20][CH2:19]1)=[O:17])[CH2:10][C:11]1[NH:15][CH:14]=[N:13][CH:12]=1)=[O:7])[CH3:4].[NH2:65][C@H:66]([C:74]([OH:76])=[O:75])[CH2:67][CH2:68][CH2:69][NH:70][C:71](=[NH:73])[NH2:72].[CH3:77][CH2:78][CH2:79][CH2:80][C:81]1[N:85]([CH2:86][C:87]2[CH:88]=[CH:89][C:90]([C:93]3[CH:94]=[CH:95][CH:96]=[CH:97][C:98]=3[C:99]3[N:103]=[N:102][NH:101][N:100]=3)=[CH:91][CH:92]=2)[C:84]([CH2:104][OH:105])=[C:83]([Cl:106])[N:82]=1, predict the reaction product. The product is: [CH3:77][CH2:78][CH2:79][CH2:80][C:81]1[N:85]([CH2:86][C:87]2[CH:92]=[CH:91][C:90]([C:93]3[CH:94]=[CH:95][CH:96]=[CH:97][C:98]=3[C:99]3[N:103]=[N:102][NH:101][N:100]=3)=[CH:89][CH:88]=2)[C:84]([CH2:104][OH:105])=[C:83]([Cl:106])[N:82]=1.[CH3:1][CH2:2][C@@H:3]([C@H:5]([NH:26][C:27]([C@@H:29]([NH:38][C:39]([C@@H:41]([NH:45][C:46]([C@@H:48]([NH:56][C:57]([C@@H:59]([NH2:64])[CH2:60][C:61]([OH:63])=[O:62])=[O:58])[CH2:49][CH2:50][CH2:51][N:52]=[C:53]([NH2:55])[NH2:54])=[O:47])[CH:42]([CH3:44])[CH3:43])=[O:40])[CH2:30][C:31]1[CH:32]=[CH:33][C:34]([OH:37])=[CH:35][CH:36]=1)=[O:28])[C:6]([NH:8][C@H:9]([C:16]([N:18]1[C@H:22]([C:23]([OH:25])=[O:24])[CH2:21][CH2:20][CH2:19]1)=[O:17])[CH2:10][C:11]1[NH:15][CH:14]=[N:13][CH:12]=1)=[O:7])[CH3:4].[NH2:65][C@H:66]([C:74]([OH:76])=[O:75])[CH2:67][CH2:68][CH2:69][NH:70][C:71](=[NH:72])[NH2:73]. (3) The product is: [F:11][C:5]1[CH:4]=[C:3]([N:12]2[CH2:17][CH2:16][N:15]([CH3:18])[CH2:14][CH2:13]2)[C:2]([F:1])=[CH:7][C:6]=1[NH2:8]. Given the reactants [F:1][C:2]1[CH:7]=[C:6]([N+:8]([O-])=O)[C:5]([F:11])=[CH:4][C:3]=1[N:12]1[CH2:17][CH2:16][N:15]([CH3:18])[CH2:14][CH2:13]1, predict the reaction product. (4) Given the reactants C[O:2][C:3]([CH2:5][CH2:6][CH2:7]CC(Cl)=O)=[O:4].[CH2:12]([N:14](CC)CC)[CH3:13].[Cl:19][C:20]1[CH:21]=[C:22]([CH:27]([OH:36])[C:28]([C:30]2[CH:35]=[CH:34][CH:33]=[CH:32][CH:31]=2)=O)[CH:23]=[CH:24][C:25]=1[Cl:26].C([O-])(=O)C.[NH4+], predict the reaction product. The product is: [CH3:13][C:12]1[O:36][C:27]([C:22]2[CH:23]=[CH:24][C:25]([Cl:26])=[C:20]([Cl:19])[CH:21]=2)=[C:28]([C:30]2[CH:35]=[CH:34][CH:33]=[CH:32][CH:31]=2)[N:14]=1.[CH3:7][CH2:6][CH2:5][C:3]([OH:4])=[O:2]. (5) Given the reactants Cl.Cl.Cl.[NH2:4][C@:5]1([C:28]([OH:30])=[O:29])[C@@H:9]([CH2:10][CH2:11][CH2:12][B:13]([OH:15])[OH:14])[CH2:8][N:7]([CH2:16][CH:17]2[CH2:26][C:25]3[C:20](=[CH:21][CH:22]=[C:23]([Cl:27])[CH:24]=3)[CH2:19][NH:18]2)[CH2:6]1.ClC1C=C(N)C=CC=1, predict the reaction product. The product is: [NH2:4][C@:5]1([C:28]([OH:30])=[O:29])[C@@H:9]([CH2:10][CH2:11][CH2:12][B:13]([OH:14])[OH:15])[CH2:8][N:7]([CH2:16][CH:17]2[CH2:26][C:25]3[C:20](=[CH:21][CH:22]=[C:23]([Cl:27])[CH:24]=3)[CH2:19][NH:18]2)[CH2:6]1. (6) Given the reactants [CH3:1][C:2]1[CH:11]=[CH:10][C:9]2[C:4](=[CH:5][CH:6]=[CH:7][C:8]=2[O:12][CH2:13][CH2:14][N:15]2[CH2:20][CH2:19][CH:18]([CH2:21][C:22]3[CH:23]=[C:24]([CH:28]=[CH:29][CH:30]=3)[C:25]([OH:27])=O)[CH2:17][CH2:16]2)[N:3]=1.[CH3:31][NH:32][C:33]1[CH:38]=[CH:37][CH:36]=[CH:35][CH:34]=1, predict the reaction product. The product is: [CH3:31][N:32]([C:33]1[CH:38]=[CH:37][CH:36]=[CH:35][CH:34]=1)[C:25](=[O:27])[C:24]1[CH:28]=[CH:29][CH:30]=[C:22]([CH2:21][CH:18]2[CH2:17][CH2:16][N:15]([CH2:14][CH2:13][O:12][C:8]3[CH:7]=[CH:6][CH:5]=[C:4]4[C:9]=3[CH:10]=[CH:11][C:2]([CH3:1])=[N:3]4)[CH2:20][CH2:19]2)[CH:23]=1. (7) Given the reactants [CH:1]([C:4]1[N:24]=[C:7]2[CH:8]=[C:9]([NH:12][C:13]([C:15]3[N:19]([CH3:20])[N:18]=[CH:17][C:16]=3[C:21](O)=[O:22])=[O:14])[CH:10]=[CH:11][N:6]2[N:5]=1)([CH3:3])[CH3:2].Cl.[F:26][CH:27]1[CH2:30][NH:29][CH2:28]1.CCCP(=O)=O.C(N(C(C)C)CC)(C)C, predict the reaction product. The product is: [CH:1]([C:4]1[N:24]=[C:7]2[CH:8]=[C:9]([NH:12][C:13]([C:15]3[N:19]([CH3:20])[N:18]=[CH:17][C:16]=3[C:21]([N:29]3[CH2:30][CH:27]([F:26])[CH2:28]3)=[O:22])=[O:14])[CH:10]=[CH:11][N:6]2[N:5]=1)([CH3:2])[CH3:3]. (8) Given the reactants C([S:8]([C:11]1[N:16]=[C:15]([N:17]([CH2:22][O:23][CH2:24][CH2:25][Si:26]([CH3:29])([CH3:28])[CH3:27])[S:18]([CH3:21])(=[O:20])=[O:19])[CH:14]=[C:13]([NH:30][C@H:31]([CH3:34])[CH2:32][OH:33])[N:12]=1)(=O)=O)C1C=CC=CC=1.O.[SH-].[Na+:37].[SH-].[Na+], predict the reaction product. The product is: [OH:33][CH2:32][C@H:31]([NH:30][C:13]1[CH:14]=[C:15]([N:17]([S:18]([CH3:21])(=[O:19])=[O:20])[CH2:22][O:23][CH2:24][CH2:25][Si:26]([CH3:28])([CH3:27])[CH3:29])[N:16]=[C:11]([S-:8])[N:12]=1)[CH3:34].[Na+:37]. (9) Given the reactants [F:1][C:2]1[CH:3]=[C:4]([CH:8]2[CH:13]([CH2:14][N:15]([C@@H:23]([C:25]3[C:34]4[C:29](=[CH:30][CH:31]=[CH:32][CH:33]=4)[CH:28]=[CH:27][CH:26]=3)[CH3:24])[C:16](=[O:22])[O:17][C:18]([CH3:21])([CH3:20])[CH3:19])[CH2:12][CH2:11][NH:10][CH2:9]2)[CH:5]=[CH:6][CH:7]=1.O=[CH:36][CH2:37][CH2:38][CH2:39][CH2:40][C:41]([O:43][CH3:44])=[O:42].C(O[BH-](OC(=O)C)OC(=O)C)(=O)C.[Na+].C(=O)([O-])O.[Na+], predict the reaction product. The product is: [C:18]([O:17][C:16]([N:15]([CH2:14][CH:13]1[CH2:12][CH2:11][N:10]([CH2:36][CH2:37][CH2:38][CH2:39][CH2:40][C:41]([O:43][CH3:44])=[O:42])[CH2:9][CH:8]1[C:4]1[CH:5]=[CH:6][CH:7]=[C:2]([F:1])[CH:3]=1)[C@@H:23]([C:25]1[C:34]2[C:29](=[CH:30][CH:31]=[CH:32][CH:33]=2)[CH:28]=[CH:27][CH:26]=1)[CH3:24])=[O:22])([CH3:19])([CH3:21])[CH3:20]. (10) Given the reactants [CH2:1]([O:3][C:4]([CH2:6][CH:7]([CH2:11][CH:12]([CH3:14])[CH3:13])[C:8]([OH:10])=O)=[O:5])[CH3:2].[C:15]1([C:21]2[CH:28]=[CH:27][C:24]([CH2:25][NH2:26])=[CH:23][CH:22]=2)[CH:20]=[CH:19][CH:18]=[CH:17][CH:16]=1.C1C=CC2N(O)N=NC=2C=1.C(Cl)CCl.CN1CCOCC1, predict the reaction product. The product is: [CH3:13][CH:12]([CH3:14])[CH2:11][CH:7]([C:8](=[O:10])[NH:26][CH2:25][C:24]1[CH:27]=[CH:28][C:21]([C:15]2[CH:16]=[CH:17][CH:18]=[CH:19][CH:20]=2)=[CH:22][CH:23]=1)[CH2:6][C:4]([O:3][CH2:1][CH3:2])=[O:5].